Dataset: Full USPTO retrosynthesis dataset with 1.9M reactions from patents (1976-2016). Task: Predict the reactants needed to synthesize the given product. Given the product [CH2:1]([O:3][C:4](=[O:24])[CH2:5][C@@H:6]([N:13]1[C:17]2[CH:18]=[CH:19][N:20]=[CH:23][C:16]=2[N:15]([CH2:26][C:27]2[C:31]3[C:32]([CH3:37])=[CH:33][C:34]([CH3:36])=[CH:35][C:30]=3[S:29][N:28]=2)[C:14]1=[O:39])[C:7]1[CH:12]=[CH:11][CH:10]=[CH:9][CH:8]=1)[CH3:2], predict the reactants needed to synthesize it. The reactants are: [CH2:1]([O:3][C:4](=[O:24])[CH2:5][C@@H:6]([NH:13][C:14]1[C:19]([N+:20]([O-])=O)=[CH:18][CH:17]=[C:16]([CH3:23])[N:15]=1)[C:7]1[CH:12]=[CH:11][CH:10]=[CH:9][CH:8]=1)[CH3:2].Br[CH2:26][C:27]1[C:31]2[C:32]([CH3:37])=[CH:33][C:34]([CH3:36])=[CH:35][C:30]=2[S:29][N:28]=1.C([O-])([O-])=[O:39].[K+].[K+].O.